Dataset: NCI-60 drug combinations with 297,098 pairs across 59 cell lines. Task: Regression. Given two drug SMILES strings and cell line genomic features, predict the synergy score measuring deviation from expected non-interaction effect. (1) Drug 1: CCC1=CC2CC(C3=C(CN(C2)C1)C4=CC=CC=C4N3)(C5=C(C=C6C(=C5)C78CCN9C7C(C=CC9)(C(C(C8N6C)(C(=O)OC)O)OC(=O)C)CC)OC)C(=O)OC.C(C(C(=O)O)O)(C(=O)O)O. Drug 2: CC1=C2C(C(=O)C3(C(CC4C(C3C(C(C2(C)C)(CC1OC(=O)C(C(C5=CC=CC=C5)NC(=O)C6=CC=CC=C6)O)O)OC(=O)C7=CC=CC=C7)(CO4)OC(=O)C)O)C)OC(=O)C. Cell line: SNB-75. Synergy scores: CSS=41.0, Synergy_ZIP=-3.64, Synergy_Bliss=-3.48, Synergy_Loewe=-7.52, Synergy_HSA=-2.41. (2) Drug 2: CN(C)N=NC1=C(NC=N1)C(=O)N. Drug 1: COC1=C(C=C2C(=C1)N=CN=C2NC3=CC(=C(C=C3)F)Cl)OCCCN4CCOCC4. Cell line: ACHN. Synergy scores: CSS=44.7, Synergy_ZIP=-0.346, Synergy_Bliss=0.111, Synergy_Loewe=-13.5, Synergy_HSA=4.67.